From a dataset of Full USPTO retrosynthesis dataset with 1.9M reactions from patents (1976-2016). Predict the reactants needed to synthesize the given product. (1) Given the product [Cl:8][C:9]1[N:14]([CH2:15][CH2:16][O:17][S:29]([CH3:28])(=[O:31])=[O:30])[C:13](=[O:18])[C:12]([NH:19][CH2:20][CH2:21][C:22]2[CH:27]=[CH:26][CH:25]=[CH:24][N:23]=2)=[N:11][CH:10]=1, predict the reactants needed to synthesize it. The reactants are: C(N(CC)CC)C.[Cl:8][C:9]1[N:14]([CH2:15][CH2:16][OH:17])[C:13](=[O:18])[C:12]([NH:19][CH2:20][CH2:21][C:22]2[CH:27]=[CH:26][CH:25]=[CH:24][N:23]=2)=[N:11][CH:10]=1.[CH3:28][S:29](Cl)(=[O:31])=[O:30]. (2) Given the product [NH2:13][C:8]1[C:7]([C:1]2[CH:2]=[CH:3][CH:4]=[CH:5][CH:6]=2)=[CH:12][CH:11]=[CH:10][N:9]=1.[NH2:13][C:10]1[CH:11]=[CH:12][C:7]([C:1]2[CH:2]=[CH:3][CH:4]=[CH:5][CH:6]=2)=[CH:8][N:9]=1, predict the reactants needed to synthesize it. The reactants are: [C:1]1([C:7]2[CH:8]=[N:9][CH:10]=[CH:11][CH:12]=2)[CH:6]=[CH:5][CH:4]=[CH:3][CH:2]=1.[NH2-:13].[Na+]. (3) Given the product [OH:6][C@H:5]([C@H:4]([OH:3])[CH2:27][S:28]([C:31]1[CH:40]=[CH:39][C:38]2[C:33](=[CH:34][CH:35]=[CH:36][CH:37]=2)[CH:32]=1)(=[O:30])=[O:29])[C:7]([NH:9][C@H:10]1[C:19]2[C:14](=[CH:15][C:16]([CH2:20][N:21]3[CH2:26][CH2:25][CH2:24][CH2:23][CH2:22]3)=[CH:17][CH:18]=2)[CH2:13][CH2:12][CH2:11]1)=[O:8], predict the reactants needed to synthesize it. The reactants are: CC1(C)[O:6][C@@H:5]([C:7]([NH:9][C@H:10]2[C:19]3[C:14](=[CH:15][C:16]([CH2:20][N:21]4[CH2:26][CH2:25][CH2:24][CH2:23][CH2:22]4)=[CH:17][CH:18]=3)[CH2:13][CH2:12][CH2:11]2)=[O:8])[C@@H:4]([CH2:27][S:28]([C:31]2[CH:40]=[CH:39][C:38]3[C:33](=[CH:34][CH:35]=[CH:36][CH:37]=3)[CH:32]=2)(=[O:30])=[O:29])[O:3]1.Cl.O1CCOCC1.